Dataset: Peptide-MHC class II binding affinity with 134,281 pairs from IEDB. Task: Regression. Given a peptide amino acid sequence and an MHC pseudo amino acid sequence, predict their binding affinity value. This is MHC class II binding data. (1) The peptide sequence is AVLVATNFFGINTIP. The MHC is DRB3_0101 with pseudo-sequence DRB3_0101. The binding affinity (normalized) is 0.418. (2) The peptide sequence is GGSILKISNKFHTKG. The MHC is HLA-DQA10104-DQB10503 with pseudo-sequence HLA-DQA10104-DQB10503. The binding affinity (normalized) is 0.199.